This data is from Forward reaction prediction with 1.9M reactions from USPTO patents (1976-2016). The task is: Predict the product of the given reaction. Given the reactants [CH2:1]([O:3][C:4](=[O:12])[C:5]1[CH:10]=[CH:9][C:8]([OH:11])=[CH:7][CH:6]=1)[CH3:2].[CH2:13]([N:15]([CH2:19][CH3:20])[CH2:16][CH2:17]Cl)[CH3:14], predict the reaction product. The product is: [CH2:1]([O:3][C:4](=[O:12])[C:5]1[CH:10]=[CH:9][C:8]([O:11][CH2:14][CH2:13][N:15]([CH2:19][CH3:20])[CH2:16][CH3:17])=[CH:7][CH:6]=1)[CH3:2].